From a dataset of Full USPTO retrosynthesis dataset with 1.9M reactions from patents (1976-2016). Predict the reactants needed to synthesize the given product. (1) The reactants are: [C:1]1([C:19]2[CH:24]=[CH:23][CH:22]=[CH:21][CH:20]=2)[CH:6]=[CH:5][C:4]([O:7][C:8]2[CH:13]=[N:12][CH:11]=[C:10]3[S:14][C:15]([C:17]#[N:18])=[CH:16][C:9]=23)=[CH:3][CH:2]=1.Cl.[NH2:26][OH:27].CCN(C(C)C)C(C)C. Given the product [C:1]1([C:19]2[CH:20]=[CH:21][CH:22]=[CH:23][CH:24]=2)[CH:6]=[CH:5][C:4]([O:7][C:8]2[CH:13]=[N:12][CH:11]=[C:10]3[S:14][C:15]([C:17]([NH:26][OH:27])=[NH:18])=[CH:16][C:9]=23)=[CH:3][CH:2]=1, predict the reactants needed to synthesize it. (2) Given the product [F:32][C:2]([F:31])([F:1])[C:3]1[CH:26]=[C:25]([C:27]([F:29])([F:28])[F:30])[CH:24]=[CH:23][C:4]=1[CH2:5][N:6]1[C:14]2[C:9](=[CH:10][C:11](/[CH:15]=[C:16]3/[C:17](=[O:22])[N:18]([CH2:34][CH2:35][N:36]4[CH:40]=[N:39][CH:38]=[N:37]4)[C:19](=[O:21])[S:20]/3)=[CH:12][CH:13]=2)[CH:8]=[N:7]1, predict the reactants needed to synthesize it. The reactants are: [F:1][C:2]([F:32])([F:31])[C:3]1[CH:26]=[C:25]([C:27]([F:30])([F:29])[F:28])[CH:24]=[CH:23][C:4]=1[CH2:5][N:6]1[C:14]2[C:9](=[CH:10][C:11](/[CH:15]=[C:16]3/[C:17](=[O:22])[NH:18][C:19](=[O:21])[S:20]/3)=[CH:12][CH:13]=2)[CH:8]=[N:7]1.Cl[CH2:34][CH2:35][N:36]1[CH:40]=[N:39][CH:38]=[N:37]1.C([O-])([O-])=O.[K+].[K+]. (3) Given the product [CH:7]([O:6][CH2:5][CH2:4][CH2:13][CH2:17][OH:18])=[CH2:8].[CH:1]([O:3][CH:4]([CH3:13])[CH2:5][O:6][CH2:7][CH2:8][O:9][CH2:10][CH2:11][OH:12])=[CH2:2], predict the reactants needed to synthesize it. The reactants are: [CH:1]([O:3][CH:4]([CH3:13])[CH2:5][O:6][CH2:7][CH2:8][O:9][CH2:10][CH2:11][OH:12])=[CH2:2].N(C(C)(C)C(OC)=O)=NC(C)(C)[C:17](OC)=[O:18]. (4) Given the product [C:25]([O:29][C:30]([N:21]1[CH2:20][CH2:19][CH:18]([N:16]2[CH:17]=[C:13]([C:10]3[C:7]4[CH:8]=[N:9][C:4]([N+:1]([O-:3])=[O:2])=[C:5]([OH:24])[C:6]=4[O:12][CH:11]=3)[CH:14]=[N:15]2)[CH2:23][CH2:22]1)=[O:31])([CH3:28])([CH3:27])[CH3:26], predict the reactants needed to synthesize it. The reactants are: [N+:1]([C:4]1[N:9]=[CH:8][C:7]2[C:10]([C:13]3[CH:14]=[N:15][N:16]([CH:18]4[CH2:23][CH2:22][NH:21][CH2:20][CH2:19]4)[CH:17]=3)=[CH:11][O:12][C:6]=2[C:5]=1[OH:24])([O-:3])=[O:2].[C:25]([O:29][C:30](O[C:30]([O:29][C:25]([CH3:28])([CH3:27])[CH3:26])=[O:31])=[O:31])([CH3:28])([CH3:27])[CH3:26].CCN(C(C)C)C(C)C. (5) Given the product [CH2:25]([O:24][C:19]1[CH:20]=[CH:21][CH:22]=[CH:23][C:18]=1[C:17]([NH:16][CH2:15][C:13]1[N:14]=[C:10]([C:4]2[CH:5]=[CH:6][C:7]([O:8][CH3:9])=[C:2]([O:1][CH:29]([CH2:32][CH3:33])[CH2:30][CH3:31])[CH:3]=2)[O:11][CH:12]=1)=[O:27])[CH3:26], predict the reactants needed to synthesize it. The reactants are: [OH:1][C:2]1[CH:3]=[C:4]([C:10]2[O:11][CH:12]=[C:13]([CH2:15][NH:16][C:17](=[O:27])[C:18]3[CH:23]=[CH:22][CH:21]=[CH:20][C:19]=3[O:24][CH2:25][CH3:26])[N:14]=2)[CH:5]=[CH:6][C:7]=1[O:8][CH3:9].Br[CH:29]([CH2:32][CH3:33])[CH2:30][CH3:31]. (6) Given the product [Br:9][C:10]1[CH:11]=[C:12]([CH:13]=[CH:14][CH:15]=1)[CH2:16][CH2:17][NH:18][C:20](=[O:19])[C:22]([F:25])([F:24])[F:23], predict the reactants needed to synthesize it. The reactants are: N1C(C)=CC=CC=1C.[Br:9][C:10]1[CH:11]=[C:12]([CH2:16][CH2:17][NH2:18])[CH:13]=[CH:14][CH:15]=1.[O:19](C(C(F)(F)F)=O)[C:20]([C:22]([F:25])([F:24])[F:23])=O.C([O-])(O)=O.[Na+]. (7) Given the product [CH3:23][O:24][C:25]1[CH:26]=[C:27]([NH:28][C:6]2[CH:7]=[CH:8][C:9]3[CH2:10][N:11]([CH2:2][C:3]#[N:4])[CH2:12][C@@H:13]([C:17]4[CH:22]=[CH:21][CH:20]=[CH:19][CH:18]=4)[O:14][C:15]=3[N:16]=2)[CH:29]=[CH:30][C:31]=1[N:32]1[CH:36]=[C:35]([CH3:37])[N:34]=[CH:33]1, predict the reactants needed to synthesize it. The reactants are: Br[CH2:2][C:3]#[N:4].Cl[C:6]1[CH:7]=[CH:8][C:9]2[CH2:10][NH:11][CH2:12][C@@H:13]([C:17]3[CH:22]=[CH:21][CH:20]=[CH:19][CH:18]=3)[O:14][C:15]=2[N:16]=1.[CH3:23][O:24][C:25]1[CH:26]=[C:27]([CH:29]=[CH:30][C:31]=1[N:32]1[CH:36]=[C:35]([CH3:37])[N:34]=[CH:33]1)[NH2:28].C(=O)([O-])[O-].[Cs+].[Cs+]. (8) Given the product [Br:1][C:2]1[CH:3]=[C:4]2[C:9](=[CH:10][CH:11]=1)[C:8](=[O:12])[N:42]([CH2:41][CH:38]1[CH2:37][CH2:36][N:35]([CH2:34][C:32]3[O:31][N:30]=[C:29]([C:23]4[CH:28]=[CH:27][CH:26]=[CH:25][CH:24]=4)[CH:33]=3)[CH2:40][CH2:39]1)[C:6]([OH:7])([C:13]([O:15][CH3:16])=[O:14])[CH:5]2[C:17]1[CH:18]=[CH:19][CH:20]=[CH:21][CH:22]=1, predict the reactants needed to synthesize it. The reactants are: [Br:1][C:2]1[CH:3]=[C:4]2[C:9](=[CH:10][CH:11]=1)[C:8](=[O:12])[O:7][C:6]([C:13]([O:15][CH3:16])=[O:14])=[C:5]2[C:17]1[CH:22]=[CH:21][CH:20]=[CH:19][CH:18]=1.[C:23]1([C:29]2[CH:33]=[C:32]([CH2:34][N:35]3[CH2:40][CH2:39][CH:38]([CH2:41][NH2:42])[CH2:37][CH2:36]3)[O:31][N:30]=2)[CH:28]=[CH:27][CH:26]=[CH:25][CH:24]=1.C(N(C(C)C)CC)(C)C.O1CCCC1. (9) The reactants are: [NH2:1][C:2]1[C:3]([C:7]([NH:9][CH:10]([CH3:12])[CH3:11])=[O:8])=[N:4][NH:5][CH:6]=1.[O:13]([CH2:20][C:21](O)=[O:22])[C:14]1[CH:19]=[CH:18][CH:17]=[CH:16][CH:15]=1.C(N=C=NC(C)C)(C)C.C1C=CC2N(O)N=NC=2C=1. Given the product [CH:10]([NH:9][C:7]([C:3]1[C:2]([NH:1][C:21](=[O:22])[CH2:20][O:13][C:14]2[CH:19]=[CH:18][CH:17]=[CH:16][CH:15]=2)=[CH:6][NH:5][N:4]=1)=[O:8])([CH3:12])[CH3:11], predict the reactants needed to synthesize it. (10) Given the product [C:20]([O:24][C:25](=[O:36])[NH:26][CH2:27][C:28]1[CH:29]=[CH:30][C:31]([CH2:34][N:8]2[CH2:9][C:10](=[O:11])[N:6]([CH2:5][C:4]3[CH:14]=[CH:15][C:16]([O:18][CH3:19])=[CH:17][C:3]=3[O:2][CH3:1])[S:7]2(=[O:13])=[O:12])=[CH:32][CH:33]=1)([CH3:23])([CH3:22])[CH3:21], predict the reactants needed to synthesize it. The reactants are: [CH3:1][O:2][C:3]1[CH:17]=[C:16]([O:18][CH3:19])[CH:15]=[CH:14][C:4]=1[CH2:5][N:6]1[C:10](=[O:11])[CH2:9][NH:8][S:7]1(=[O:13])=[O:12].[C:20]([O:24][C:25](=[O:36])[NH:26][CH2:27][C:28]1[CH:33]=[CH:32][C:31]([CH2:34]O)=[CH:30][CH:29]=1)([CH3:23])([CH3:22])[CH3:21].C1(P(C2C=CC=CC=2)C2C=CC=CC=2)C=CC=CC=1.N(C(OCC)=O)=NC(OCC)=O.